From a dataset of Reaction yield outcomes from USPTO patents with 853,638 reactions. Predict the reaction yield, written as a fraction of the theoretical maximum amount of product (1.0 means a 100% yield; for example, 0.34 means a 34% yield). The reactants are [C:1]([O:5][C:6]([N:8]([CH2:26][C:27]([O:29][C:30]([CH3:33])([CH3:32])[CH3:31])=[O:28])[C:9]1[CH:14]=[CH:13][CH:12]=[C:11]([CH2:15][NH:16][S:17]([C:20]2[CH:25]=[CH:24][CH:23]=[CH:22][N:21]=2)(=[O:19])=[O:18])[N:10]=1)=[O:7])([CH3:4])([CH3:3])[CH3:2].[F:34][C:35]([F:51])([F:50])[CH2:36][CH2:37][CH2:38][C:39]([C:42]1[CH:49]=[CH:48][C:45]([CH2:46]O)=[CH:44][CH:43]=1)([CH3:41])[CH3:40].C(P(CCCC)CCCC)CCC.CN(C)C(N=NC(N(C)C)=O)=O. The catalyst is O.O1CCCC1. The product is [C:1]([O:5][C:6]([N:8]([CH2:26][C:27]([O:29][C:30]([CH3:33])([CH3:32])[CH3:31])=[O:28])[C:9]1[CH:14]=[CH:13][CH:12]=[C:11]([CH:15]([CH2:46][C:45]2[CH:44]=[CH:43][C:42]([C:39]([CH3:41])([CH3:40])[CH2:38][CH2:37][CH2:36][C:35]([F:34])([F:51])[F:50])=[CH:49][CH:48]=2)[NH:16][S:17]([C:20]2[CH:25]=[CH:24][CH:23]=[CH:22][N:21]=2)(=[O:19])=[O:18])[N:10]=1)=[O:7])([CH3:4])([CH3:3])[CH3:2]. The yield is 0.870.